This data is from Catalyst prediction with 721,799 reactions and 888 catalyst types from USPTO. The task is: Predict which catalyst facilitates the given reaction. (1) Reactant: [Na].[NH2:2][C:3]([NH2:5])=[O:4].C([O:8][C:9]([C:11]1([C:39](OCC)=[O:40])[CH2:15][CH2:14][CH2:13][N:12]1[C:16]1[CH:17]=[N:18][C:19]([O:22][C:23]2[CH:24]=[C:25]3[C:29](=[CH:30][CH:31]=2)[N:28]([C:32]2[CH:37]=[CH:36][C:35]([F:38])=[CH:34][CH:33]=2)[N:27]=[CH:26]3)=[CH:20][CH:21]=1)=O)C. Product: [F:38][C:35]1[CH:36]=[CH:37][C:32]([N:28]2[C:29]3[C:25](=[CH:24][C:23]([O:22][C:19]4[N:18]=[CH:17][C:16]([N:12]5[C:11]6([C:39](=[O:40])[NH:5][C:3](=[O:4])[NH:2][C:9]6=[O:8])[CH2:15][CH2:14][CH2:13]5)=[CH:21][CH:20]=4)=[CH:31][CH:30]=3)[CH:26]=[N:27]2)=[CH:33][CH:34]=1. The catalyst class is: 8. (2) Reactant: [Br:1][C:2]1[C:10]2[O:9][CH:8]=[C:7]([CH2:11][C:12]3[CH:17]=[CH:16][CH:15]=[C:14]([F:18])[CH:13]=3)[C:6]=2[CH:5]=[C:4]([F:19])[CH:3]=1.BrC1C=C(F)C=CC=1O.FC1C=C(C=CC=1)C=CC=O.[Cl:40][S:41](O)(=[O:43])=[O:42].N1C=CC=CC=1.P(Cl)(Cl)(Cl)(Cl)Cl. Product: [Br:1][C:2]1[C:10]2[O:9][C:8]([S:41]([Cl:40])(=[O:43])=[O:42])=[C:7]([CH2:11][C:12]3[CH:17]=[CH:16][CH:15]=[C:14]([F:18])[CH:13]=3)[C:6]=2[CH:5]=[C:4]([F:19])[CH:3]=1. The catalyst class is: 46. (3) Reactant: [CH2:1]([B:5]([OH:7])[OH:6])[CH2:2][CH2:3][CH3:4].O[CH2:9][CH2:10][NH:11][CH2:12][CH2:13]O.O1C=CC=CB=NO1.O[C@@H]([C@H](O)C(N(C)C)=O)C(N(C)C)=O. Product: [CH2:1]([B:5]1[O:7][CH2:13][CH2:12][NH:11][CH2:10][CH2:9][O:6]1)[CH2:2][CH2:3][CH3:4]. The catalyst class is: 614. (4) Reactant: [O:1]=[C:2]1[C:11]2[C:6](=[CH:7][CH:8]=[CH:9][CH:10]=2)[C:5]([CH2:12][C:13]([OH:15])=[O:14])=[N:4][N:3]1[CH2:16][C:17]1[S:18][C:19]2[CH:25]=[CH:24][C:23]([C:26]([F:29])([F:28])[F:27])=[CH:22][C:20]=2[N:21]=1.[CH2:30]([CH2:32][NH2:33])[OH:31]. Product: [CH2:30]([CH2:32][NH2:33])[OH:31].[O:1]=[C:2]1[C:11]2[C:6](=[CH:7][CH:8]=[CH:9][CH:10]=2)[C:5]([CH2:12][C:13]([OH:15])=[O:14])=[N:4][N:3]1[CH2:16][C:17]1[S:18][C:19]2[CH:25]=[CH:24][C:23]([C:26]([F:29])([F:28])[F:27])=[CH:22][C:20]=2[N:21]=1. The catalyst class is: 21.